This data is from Catalyst prediction with 721,799 reactions and 888 catalyst types from USPTO. The task is: Predict which catalyst facilitates the given reaction. (1) Product: [NH2:1][CH2:2][CH2:3][CH2:4][N:5]1[C:14]2[CH:13]=[CH:12][C:11]([CH2:15][CH3:16])=[CH:10][C:9]=2[C:8]2=[N:17][NH:18][C:19]([CH3:20])=[C:7]2[C:6]1=[O:21]. The catalyst class is: 350. Reactant: [NH2:1][CH2:2][CH2:3][CH2:4][N:5]1[C:14]2[CH:13]=[CH:12][C:11]([C:15]#[CH:16])=[CH:10][C:9]=2[C:8]2=[N:17][NH:18][C:19]([CH3:20])=[C:7]2[C:6]1=[O:21].CO.CCOC(C)=O.O. (2) Reactant: [F:1][C:2]1[CH:7]=[CH:6][C:5]([F:8])=[CH:4][C:3]=1[C@@H:9]1[C@@H:14]([NH:15]C(=O)OC(C)(C)C)[CH2:13][C@@H:12]([N:23]2[CH2:30][C:29]3[C:25](=[N:26][N:27]([S:31]([CH:34]4[CH2:38][CH2:37][CH2:36][CH2:35]4)(=[O:33])=[O:32])[CH:28]=3)[CH2:24]2)[CH2:11][O:10]1.[F:39][C:40]([F:45])([F:44])[C:41]([OH:43])=[O:42]. Product: [F:39][C:40]([F:45])([F:44])[C:41]([OH:43])=[O:42].[F:1][C:2]1[CH:7]=[CH:6][C:5]([F:8])=[CH:4][C:3]=1[C@@H:9]1[C@@H:14]([NH2:15])[CH2:13][C@@H:12]([N:23]2[CH2:30][C:29]3[C:25](=[N:26][N:27]([S:31]([CH:34]4[CH2:38][CH2:37][CH2:36][CH2:35]4)(=[O:32])=[O:33])[CH:28]=3)[CH2:24]2)[CH2:11][O:10]1. The catalyst class is: 4. (3) Product: [OH:45][CH2:46][C:42]1[CH:41]=[C:40]([O:39][CH3:38])[CH:49]=[CH:48][C:43]=1[C:8]1[CH:7]=[CH:6][C:5]2[C:10](=[CH:11][CH:12]=[C:3]([O:2][CH3:1])[CH:4]=2)[C:9]=1[C:13]([C:14]1[CH:19]=[CH:18][C:17]([O:20][CH2:21][CH2:22][N:23]2[CH2:28][CH2:27][CH2:26][CH2:25][CH2:24]2)=[CH:16][CH:15]=1)=[O:29]. Reactant: [CH3:1][O:2][C:3]1[CH:4]=[C:5]2[C:10](=[CH:11][CH:12]=1)[C:9]([C:13](=[O:29])[C:14]1[CH:19]=[CH:18][C:17]([O:20][CH2:21][CH2:22][N:23]3[CH2:28][CH2:27][CH2:26][CH2:25][CH2:24]3)=[CH:16][CH:15]=1)=[C:8](OS(C(F)(F)F)(=O)=O)[CH:7]=[CH:6]2.[CH3:38][O:39][C:40]1[CH:49]=[CH:48][C:43]2B(O)[O:45][CH2:46][C:42]=2[CH:41]=1.C(=O)([O-])[O-].[Na+].[Na+]. The catalyst class is: 216.